From a dataset of Reaction yield outcomes from USPTO patents with 853,638 reactions. Predict the reaction yield, written as a fraction of the theoretical maximum amount of product (1.0 means a 100% yield; for example, 0.34 means a 34% yield). (1) The reactants are [CH3:1][NH2:2].[CH3:3][O:4][C:5]1[N:10]=[CH:9][C:8]([NH:11][C:12]2[C:17]([C:18]3[N:23]=[C:22]([CH3:24])[N:21]=[C:20](SC)[N:19]=3)=[CH:16][C:15]([CH2:27][N:28]3[CH2:33][CH2:32][N:31]([S:34]([CH3:37])(=[O:36])=[O:35])[CH2:30][CH2:29]3)=[CH:14][N:13]=2)=[CH:7][CH:6]=1.CC(O)C. No catalyst specified. The product is [CH3:3][O:4][C:5]1[N:10]=[CH:9][C:8]([NH:11][C:12]2[C:17]([C:18]3[N:23]=[C:22]([CH3:24])[N:21]=[C:20]([NH:2][CH3:1])[N:19]=3)=[CH:16][C:15]([CH2:27][N:28]3[CH2:29][CH2:30][N:31]([S:34]([CH3:37])(=[O:36])=[O:35])[CH2:32][CH2:33]3)=[CH:14][N:13]=2)=[CH:7][CH:6]=1. The yield is 0.547. (2) The reactants are [NH2:1][C:2]1[C:6]([CH3:7])=[CH:5][S:4][C:3]=1[C:8]([O:10]C)=[O:9].[OH-].[Na+].Cl. No catalyst specified. The product is [NH2:1][C:2]1[C:6]([CH3:7])=[CH:5][S:4][C:3]=1[C:8]([OH:10])=[O:9]. The yield is 0.650. (3) The reactants are [CH3:1][N:2]([CH3:52])[CH2:3][C:4]([NH:6][C:7]1[CH:12]=[CH:11][CH:10]=[C:9]([C:13]2[C:21]3[C:16](=[CH:17][CH:18]=[C:19]([C:22]4[N:26]=[CH:25][N:24](C(C5C=CC=CC=5)(C5C=CC=CC=5)C5C=CC=CC=5)[N:23]=4)[CH:20]=3)[N:15](C3CCCCO3)[N:14]=2)[CH:8]=1)=[O:5]. The catalyst is Cl.O1CCOCC1. The product is [NH:24]1[CH:25]=[N:26][C:22]([C:19]2[CH:20]=[C:21]3[C:16](=[CH:17][CH:18]=2)[NH:15][N:14]=[C:13]3[C:9]2[CH:8]=[C:7]([NH:6][C:4](=[O:5])[CH2:3][N:2]([CH3:1])[CH3:52])[CH:12]=[CH:11][CH:10]=2)=[N:23]1. The yield is 0.130. (4) The reactants are [CH:1]([C:3]1[S:7][C:6]([C:8]([CH3:12])([CH3:11])[C:9]#[N:10])=[CH:5][CH:4]=1)=[O:2].[O-:13]Cl=O.[Na+]. The catalyst is CC(O)(C)C.CC(=CC)C.O. The product is [C:9]([C:8]([C:6]1[S:7][C:3]([C:1]([OH:13])=[O:2])=[CH:4][CH:5]=1)([CH3:12])[CH3:11])#[N:10]. The yield is 0.900. (5) The reactants are [CH3:1][O:2][C:3]1[CH:4]=[C:5]([N:11]2[CH2:20][C:19]3[C:14](=[N:15][C:16]([S:21][CH3:22])=[N:17][CH:18]=3)[N:13]([CH2:23][CH3:24])[C:12]2=[O:25])[CH:6]=[C:7]([O:9][CH3:10])[CH:8]=1.C1(C2[O:34]N2S(C2C=CC=CC=2)(=O)=O)C=CC=CC=1. The catalyst is ClCCl. The product is [CH3:1][O:2][C:3]1[CH:4]=[C:5]([N:11]2[CH2:20][C:19]3[C:14](=[N:15][C:16]([S:21]([CH3:22])=[O:34])=[N:17][CH:18]=3)[N:13]([CH2:23][CH3:24])[C:12]2=[O:25])[CH:6]=[C:7]([O:9][CH3:10])[CH:8]=1. The yield is 0.780. (6) The reactants are [C:1]([C:3]1([C:6]2[CH:7]=[C:8]([CH:12]=[CH:13][CH:14]=2)[C:9]([OH:11])=O)[CH2:5][CH2:4]1)#[N:2].C(Cl)(=O)C(Cl)=O.[NH2:21][C:22]1[CH:23]=[C:24]([CH:39]=[CH:40][CH:41]=1)[O:25][C:26]1[CH:27]=[CH:28][C:29]2[N:30]([CH:32]=[C:33]([NH:35][C:36](=[O:38])[CH3:37])[N:34]=2)[N:31]=1.C(=O)([O-])O.[Na+]. The catalyst is O1CCCC1.CN(C)C=O.CN1CCCC1=O. The product is [C:36]([NH:35][C:33]1[N:34]=[C:29]2[CH:28]=[CH:27][C:26]([O:25][C:24]3[CH:23]=[C:22]([NH:21][C:9](=[O:11])[C:8]4[CH:12]=[CH:13][CH:14]=[C:6]([C:3]5([C:1]#[N:2])[CH2:4][CH2:5]5)[CH:7]=4)[CH:41]=[CH:40][CH:39]=3)=[N:31][N:30]2[CH:32]=1)(=[O:38])[CH3:37]. The yield is 0.750. (7) The reactants are [O:1]=[C:2]1[NH:6][C@H:5]([CH2:7]OS(C)(=O)=O)[CH2:4][CH2:3]1.[CH2:13]([NH:20][CH2:21][CH2:22][OH:23])[C:14]1[CH:19]=[CH:18][CH:17]=[CH:16][CH:15]=1. No catalyst specified. The product is [CH2:13]([N:20]([CH2:7][C@H:5]1[NH:6][C:2](=[O:1])[CH2:3][CH2:4]1)[CH2:21][CH2:22][OH:23])[C:14]1[CH:19]=[CH:18][CH:17]=[CH:16][CH:15]=1. The yield is 0.960.